Dataset: Reaction yield outcomes from USPTO patents with 853,638 reactions. Task: Predict the reaction yield, written as a fraction of the theoretical maximum amount of product (1.0 means a 100% yield; for example, 0.34 means a 34% yield). (1) The reactants are [CH2:1]([N:8]([CH2:16][CH:17]1[CH2:22][CH2:21][N:20]([CH2:23][C:24]2([C:28]([F:31])([F:30])[F:29])[CH2:27][CH2:26][CH2:25]2)[CH2:19][CH2:18]1)[C:9]1[CH:14]=[CH:13][C:12](Br)=[CH:11][CH:10]=1)[C:2]1[CH:7]=[CH:6][CH:5]=[CH:4][CH:3]=1.[CH3:32][O:33][C:34]([C:36]1[CH:41]=[CH:40][C:39](B(O)O)=[CH:38][CH:37]=1)=[O:35].C([O-])([O-])=O.[Cs+].[Cs+].O1CCOCC1. The catalyst is O. The product is [CH2:1]([N:8]([CH2:16][CH:17]1[CH2:22][CH2:21][N:20]([CH2:23][C:24]2([C:28]([F:31])([F:30])[F:29])[CH2:27][CH2:26][CH2:25]2)[CH2:19][CH2:18]1)[C:9]1[CH:14]=[CH:13][C:12]([C:39]2[CH:40]=[CH:41][C:36]([C:34]([O:33][CH3:32])=[O:35])=[CH:37][CH:38]=2)=[CH:11][CH:10]=1)[C:2]1[CH:7]=[CH:6][CH:5]=[CH:4][CH:3]=1. The yield is 0.750. (2) The reactants are [Cl:1][C:2]1[CH:3]=[C:4]([CH:9]=[CH:10][C:11]=1[N:12]1[C:17]([CH3:18])=[CH:16][C:15]([O:19][CH2:20][C:21]2[CH:26]=[CH:25][C:24]([F:27])=[CH:23][C:22]=2[F:28])=[CH:14][C:13]1=[O:29])[C:5]([O:7][CH3:8])=[O:6].[Br:30]N1C(=O)CCC1=O. The catalyst is C(Cl)Cl. The product is [Br:30][C:14]1[C:13](=[O:29])[N:12]([C:11]2[CH:10]=[CH:9][C:4]([C:5]([O:7][CH3:8])=[O:6])=[CH:3][C:2]=2[Cl:1])[C:17]([CH3:18])=[CH:16][C:15]=1[O:19][CH2:20][C:21]1[CH:26]=[CH:25][C:24]([F:27])=[CH:23][C:22]=1[F:28]. The yield is 0.240.